From a dataset of Reaction yield outcomes from USPTO patents with 853,638 reactions. Predict the reaction yield, written as a fraction of the theoretical maximum amount of product (1.0 means a 100% yield; for example, 0.34 means a 34% yield). (1) The reactants are [NH2:1][C:2]([CH3:6])([CH3:5])[CH2:3][OH:4].[F:7][C:8]1[CH:16]=[CH:15][CH:14]=[C:13]([F:17])[C:9]=1[C:10](Cl)=[O:11]. The catalyst is C(Cl)Cl.O. The product is [F:7][C:8]1[CH:16]=[CH:15][CH:14]=[C:13]([F:17])[C:9]=1[C:10]([NH:1][C:2]([CH3:6])([CH3:5])[CH2:3][OH:4])=[O:11]. The yield is 0.930. (2) The product is [CH2:1]([O:5][C:6]1[CH:10]=[C:9]([CH2:11][CH2:12][C:13]([NH:35][S:32]([CH2:27][CH2:28][CH2:29][CH2:30][CH3:31])(=[O:34])=[O:33])=[O:15])[N:8]([CH2:16][C:17]2[CH:18]=[CH:19][C:20]([C:23]([F:25])([F:24])[F:26])=[CH:21][CH:22]=2)[N:7]=1)[CH2:2][CH2:3][CH3:4]. The reactants are [CH2:1]([O:5][C:6]1[CH:10]=[C:9]([CH2:11][CH2:12][C:13]([OH:15])=O)[N:8]([CH2:16][C:17]2[CH:22]=[CH:21][C:20]([C:23]([F:26])([F:25])[F:24])=[CH:19][CH:18]=2)[N:7]=1)[CH2:2][CH2:3][CH3:4].[CH2:27]([S:32]([NH2:35])(=[O:34])=[O:33])[CH2:28][CH2:29][CH2:30][CH3:31].N12CCCN=C1CCCCC2. The yield is 0.180. The catalyst is O1CCCC1.